Dataset: Full USPTO retrosynthesis dataset with 1.9M reactions from patents (1976-2016). Task: Predict the reactants needed to synthesize the given product. (1) Given the product [CH2:1]([CH:4]([CH2:7][CH2:8][CH2:9][CH2:10][CH3:11])[CH:5]=[O:6])[CH2:2][CH3:3], predict the reactants needed to synthesize it. The reactants are: [CH2:1]([C:4](=[CH:7][CH2:8][CH2:9][CH2:10][CH3:11])[CH:5]=[O:6])[CH2:2][CH3:3]. (2) The reactants are: [CH2:1]([N:7]([CH3:13])[C:8](=[O:12])[O:9][CH2:10]Cl)[CH2:2][CH2:3][CH2:4][CH2:5][CH3:6].[OH:14][C@@H:15]([C@H:17]1[C:37](=[O:38])[N:19]2[C:20]([C:34]([O-:36])=[O:35])=[C:21]([S:24]/[CH:25]=[CH:26]\[C:27]3[S:31][CH:30]=[N:29][C:28]=3[CH2:32][OH:33])[C@H:22]([CH3:23])[C@H:18]12)[CH3:16].[Na+]. Given the product [OH:14][C@@H:15]([C@H:17]1[C:37](=[O:38])[N:19]2[C:20]([C:34]([O:36][CH2:10][O:9][C:8]([N:7]([CH2:1][CH2:2][CH2:3][CH2:4][CH2:5][CH3:6])[CH3:13])=[O:12])=[O:35])=[C:21]([S:24]/[CH:25]=[CH:26]\[C:27]3[S:31][CH:30]=[N:29][C:28]=3[CH2:32][OH:33])[C@H:22]([CH3:23])[C@H:18]12)[CH3:16], predict the reactants needed to synthesize it.